Dataset: Catalyst prediction with 721,799 reactions and 888 catalyst types from USPTO. Task: Predict which catalyst facilitates the given reaction. (1) Reactant: [F:1][C:2]([F:20])([F:19])[C:3]1[C:4]([N:9]2[CH2:14][CH:13]=[C:12]([C:15]([O:17]C)=[O:16])[CH2:11][CH2:10]2)=[N:5][CH:6]=[CH:7][CH:8]=1.[OH-].[Na+]. Product: [F:19][C:2]([F:1])([F:20])[C:3]1[C:4]([N:9]2[CH2:10][CH:11]=[C:12]([C:15]([OH:17])=[O:16])[CH2:13][CH2:14]2)=[N:5][CH:6]=[CH:7][CH:8]=1. The catalyst class is: 20. (2) Reactant: [CH3:1][O:2][C:3](=[O:16])[CH:4]=[CH:5][C:6]1[CH:7]=[C:8]2[C:12](=[CH:13][CH:14]=1)[NH:11][C:10]([CH3:15])=[CH:9]2.C([N-]C(C)C)(C)C.[Li+].C(NC(C)C)(C)C.C([Li])CCC.[C:37]1([S:43](Cl)(=[O:45])=[O:44])[CH:42]=[CH:41][CH:40]=[CH:39][CH:38]=1.C(=O)(O)[O-].[Na+].[K+].[Br-]. Product: [CH3:1][O:2][C:3](=[O:16])[CH:4]=[CH:5][C:6]1[CH:7]=[C:8]2[C:12](=[CH:13][CH:14]=1)[N:11]([S:43]([C:37]1[CH:42]=[CH:41][CH:40]=[CH:39][CH:38]=1)(=[O:45])=[O:44])[C:10]([CH3:15])=[CH:9]2. The catalyst class is: 1. (3) Reactant: [O:1]1[CH:5]=[CH:4][CH:3]=[C:2]1[C:6]1[O:10][N:9]=[C:8]([CH2:11][O:12][C:13](N2C=CN=C2)=[O:14])[CH:7]=1.[N:20]1([C:26](=[O:28])[CH3:27])[CH2:25][CH2:24][NH:23][CH2:22][CH2:21]1. Product: [O:1]1[CH:5]=[CH:4][CH:3]=[C:2]1[C:6]1[O:10][N:9]=[C:8]([CH2:11][O:12][C:13]([N:23]2[CH2:24][CH2:25][N:20]([C:26](=[O:28])[CH3:27])[CH2:21][CH2:22]2)=[O:14])[CH:7]=1. The catalyst class is: 2. (4) Reactant: O[C:2]([CH:5]1[CH:10]([C:11]([OH:14])([CH3:13])[CH3:12])[CH2:9][CH:8]=[C:7]([CH3:15])[CH2:6]1)([CH3:4])[CH3:3].C1(C)C=CC(S(O)(=O)=O)=CC=1. The catalyst class is: 11. Product: [CH3:12][C:11]1([CH3:13])[CH:10]2[CH:5]([CH2:6][C:7]([CH3:15])=[CH:8][CH2:9]2)[C:2]([CH3:4])([CH3:3])[O:14]1. (5) Reactant: [CH3:1][O:2][C:3]1[CH:8]=[CH:7][C:6]([CH:9]([C:34]2[CH:39]=[CH:38][C:37]([O:40][CH3:41])=[CH:36][CH:35]=2)[O:10][CH:11]([C:28]2[CH:33]=[CH:32][CH:31]=[CH:30][CH:29]=2)[CH:12]2[CH2:16][CH:15]([OH:17])[CH2:14][N:13]2[C:18](=[O:27])[CH2:19][CH2:20][CH2:21][CH2:22][CH2:23][N:24]([CH3:26])[CH3:25])=[CH:5][CH:4]=1.[C:42]1(=[O:48])[O:47][C:45](=[O:46])[CH2:44][CH2:43]1.C(N(CC)CC)C. Product: [CH3:1][O:2][C:3]1[CH:8]=[CH:7][C:6]([CH:9]([C:34]2[CH:39]=[CH:38][C:37]([O:40][CH3:41])=[CH:36][CH:35]=2)[O:10][CH:11]([C:28]2[CH:29]=[CH:30][CH:31]=[CH:32][CH:33]=2)[CH:12]2[N:13]([C:18](=[O:27])[CH2:19][CH2:20][CH2:21][CH2:22][CH2:23][N:24]([CH3:25])[CH3:26])[CH2:14][CH:15]([O:17][C:42](=[O:48])[CH2:43][CH2:44][C:45]([OH:47])=[O:46])[CH2:16]2)=[CH:5][CH:4]=1. The catalyst class is: 166. (6) Reactant: [C:1]([CH2:3][CH2:4][NH:5][C:6]1[CH:15]=[CH:14][C:13]([N+:16]([O-:18])=[O:17])=[CH:12][C:7]=1[C:8]([O:10]C)=[O:9])#[N:2].C1COCC1.O.[OH-].[Li+]. Product: [C:1]([CH2:3][CH2:4][NH:5][C:6]1[CH:15]=[CH:14][C:13]([N+:16]([O-:18])=[O:17])=[CH:12][C:7]=1[C:8]([OH:10])=[O:9])#[N:2]. The catalyst class is: 6.